This data is from NCI-60 drug combinations with 297,098 pairs across 59 cell lines. The task is: Regression. Given two drug SMILES strings and cell line genomic features, predict the synergy score measuring deviation from expected non-interaction effect. (1) Synergy scores: CSS=60.9, Synergy_ZIP=10.7, Synergy_Bliss=11.5, Synergy_Loewe=-26.8, Synergy_HSA=9.57. Cell line: M14. Drug 2: CN(C)C1=NC(=NC(=N1)N(C)C)N(C)C. Drug 1: CC1=C2C(C(=O)C3(C(CC4C(C3C(C(C2(C)C)(CC1OC(=O)C(C(C5=CC=CC=C5)NC(=O)OC(C)(C)C)O)O)OC(=O)C6=CC=CC=C6)(CO4)OC(=O)C)OC)C)OC. (2) Drug 1: CC1=C2C(C(=O)C3(C(CC4C(C3C(C(C2(C)C)(CC1OC(=O)C(C(C5=CC=CC=C5)NC(=O)OC(C)(C)C)O)O)OC(=O)C6=CC=CC=C6)(CO4)OC(=O)C)O)C)O. Synergy scores: CSS=45.8, Synergy_ZIP=-2.66, Synergy_Bliss=-7.05, Synergy_Loewe=-67.9, Synergy_HSA=-6.95. Drug 2: C1CNP(=O)(OC1)N(CCCl)CCCl. Cell line: MOLT-4. (3) Drug 1: C1CC(=O)NC(=O)C1N2CC3=C(C2=O)C=CC=C3N. Drug 2: CC1C(C(CC(O1)OC2CC(CC3=C2C(=C4C(=C3O)C(=O)C5=C(C4=O)C(=CC=C5)OC)O)(C(=O)CO)O)N)O.Cl. Cell line: ACHN. Synergy scores: CSS=43.1, Synergy_ZIP=0.287, Synergy_Bliss=-1.31, Synergy_Loewe=-16.8, Synergy_HSA=-1.23. (4) Drug 1: CN1CCC(CC1)COC2=C(C=C3C(=C2)N=CN=C3NC4=C(C=C(C=C4)Br)F)OC. Drug 2: CC1=C(C(=O)C2=C(C1=O)N3CC4C(C3(C2COC(=O)N)OC)N4)N. Cell line: SK-MEL-5. Synergy scores: CSS=35.5, Synergy_ZIP=-0.586, Synergy_Bliss=-5.08, Synergy_Loewe=-39.2, Synergy_HSA=-8.47. (5) Drug 1: C1=CN(C(=O)N=C1N)C2C(C(C(O2)CO)O)O.Cl. Drug 2: C1CCC(C(C1)N)N.C(=O)(C(=O)[O-])[O-].[Pt+4]. Cell line: SF-295. Synergy scores: CSS=26.3, Synergy_ZIP=-6.01, Synergy_Bliss=2.07, Synergy_Loewe=-0.550, Synergy_HSA=1.96.